Dataset: Forward reaction prediction with 1.9M reactions from USPTO patents (1976-2016). Task: Predict the product of the given reaction. (1) Given the reactants Cl[C:2]1[CH:7]=[CH:6][N:5]=[C:4]([C@@H:8]([NH:12][C:13](=[O:19])[O:14][C:15]([CH3:18])([CH3:17])[CH3:16])[CH2:9][CH:10]=[CH2:11])[CH:3]=1.[NH2:20][NH2:21].[Al], predict the reaction product. The product is: [NH:20]([C:2]1[CH:7]=[CH:6][N:5]=[C:4]([C@@H:8]([NH:12][C:13](=[O:19])[O:14][C:15]([CH3:18])([CH3:17])[CH3:16])[CH2:9][CH:10]=[CH2:11])[CH:3]=1)[NH2:21]. (2) Given the reactants [CH3:1][C@H:2]1[CH2:6][S:5](=[O:8])(=[O:7])[NH:4][CH2:3]1.[CH:9]1([C:12]2[CH:13]=[C:14]([CH3:33])[C:15]([N:18]3[CH2:23][CH2:22][N:21]([C:24]([C:26]4[CH:31]=[CH:30][C:29](I)=[CH:28][CH:27]=4)=[O:25])[CH2:20][CH2:19]3)=[N:16][CH:17]=2)[CH2:11][CH2:10]1, predict the reaction product. The product is: [CH:9]1([C:12]2[CH:13]=[C:14]([CH3:33])[C:15]([N:18]3[CH2:23][CH2:22][N:21]([C:24]([C:26]4[CH:31]=[CH:30][C:29]([N:4]5[CH2:3][C@@H:2]([CH3:1])[CH2:6][S:5]5(=[O:8])=[O:7])=[CH:28][CH:27]=4)=[O:25])[CH2:20][CH2:19]3)=[N:16][CH:17]=2)[CH2:10][CH2:11]1.